From a dataset of Experimentally validated miRNA-target interactions with 360,000+ pairs, plus equal number of negative samples. Binary Classification. Given a miRNA mature sequence and a target amino acid sequence, predict their likelihood of interaction. (1) The miRNA is hsa-miR-6079 with sequence UUGGAAGCUUGGACCAACUAGCUG. The protein sequence of the target gene is MKGARLFVLLSSLWSGGIGLNNSKHSWTIPEDGNSQKTMPSASVPPNKIQSLQILPTTRVMSAEIATTPEARTSEDSLLKSTLPPSETSAPAEGVRNQTLTSTEKAEGVVKLQNLTLPTNASIKFNPGAESVVLSNSTLKFLQSFARKSNEQATSLNTVGGTGGIGGVGGTGGVGNRAPRETYLSRGDSSSSQRTDYQKSNFETTRGKNWCAYVHTRLSPTVILDNQVTYVPGGKGPCGWTGGSCPQRSQKISNPVYRMQHKIVTSLDWRCCPGYSGPKCQLRAQEQQSLIHTNQAESHT.... Result: 0 (no interaction). (2) The miRNA is hsa-miR-103b with sequence UCAUAGCCCUGUACAAUGCUGCU. The protein sequence of the target gene is MILANAFCLFFFLDETLRSLASPSSPQGSELHGWRPQVDCVRANELCAAESNCSSRYRTLRQCLAGRDRNTMLANKECQAALEVLQESPLYDCRCKRGMKKELQCLQIYWSIHLGLTEGEEFYEASPYEPVTSRLSDIFRLASIFSGTGADPVVSAKSNHCLDAAKACNLNDNCKKLRSSYISICNREISPTERCNRRKCHKALRQFFDRVPSEYTYRMLFCSCQDQACAERRRQTILPSCSYEDKEKPNCLDLRSLCRTDHLCRSRLADFHANCRASYRTITSCPADNYQACLGSYAGM.... Result: 0 (no interaction). (3) The miRNA is mmu-miR-664-3p with sequence UAUUCAUUUACUCCCCAGCCUA. The protein sequence of the target gene is MADSEDTFRLQNSPSDSEPKDLQNEGKSDKQNAAVSKSPSSQTTYIQQGMEGIKVYLHERELWTKFHEVGTEMIITKAGRRMFPSFKVKVTGLNPKTKYILLMDVVPADDHRYKFADNKWSVTGKAEPAMPGRLYVHPDSPATGAHWMRQLVSFQKLKLTNNHLDPFGHIILNSMHKYQPRIHIVKADENNGFGSKNTAFCTHVFPETAFIAVTSYQNHKITQLKIENNPFAKGFRGSDDMELHRMSRMQSTKEYPVVPRSTVRQRVGSSQSPFSGDVQGLSASGAISSQYSCENGVSST.... Result: 0 (no interaction). (4) The miRNA is hsa-miR-876-3p with sequence UGGUGGUUUACAAAGUAAUUCA. The protein sequence of the target gene is MELRVLLCWASLAAALEETLLNTKLETADLKWVTFPQVDGQWEELSGLDEEQHSVRTYEVCDVQRAPGQAHWLRTGWVPRRGAVHVYATLRFTMLECLSLPRAGRSCKETFTVFYYESDADTATALTPAWMENPYIKVDTVAAEHLTRKRPGAEATGKVNVKTLRLGPLSKAGFYLAFQDQGACMALLSLHLFYKKCAQLTVNLTRFPETVPRELVVPVAGSCVVDAVPAPGPSPSLYCREDGQWAEQPVTGCSCAPGFEAAEGNTKCRACAQGTFKPLSGEGSCQPCPANSHSNTIGSA.... Result: 1 (interaction). (5) The miRNA is mmu-miR-7b-5p with sequence UGGAAGACUUGUGAUUUUGUUGUU. The protein sequence of the target gene is MTKTEKKSFHQSLAEWKLFIYNPSSGEFLGRTSKSWGLILLFYLVFYGFLAALFTFTMWAMLQTLNDEVPKYRDQIPSPGLMVFPKPQTALEYTFSMSEPQTYKKLVEDLESFLKPYSVEEQKNLTSCPDGAPFIQHGPDYRACQFPVSLLEECSGVTDANFGYSKGQPCILVKMNRIIDLIPDGYPQISCLPKEENATIATYPEFGVLDLKYFPYYGKKRHVGYRQPLVAVQVKFDSGLNKKEVTVECHIAGTRNLKNKNERDKFLGRVSFKVTARA. Result: 1 (interaction).